Dataset: Forward reaction prediction with 1.9M reactions from USPTO patents (1976-2016). Task: Predict the product of the given reaction. Given the reactants Br[C:2]1[CH:3]=[C:4]2[C:9](=[CH:10][CH:11]=1)[NH:8][C:7](=[O:12])[CH:6]=[CH:5]2.CN(C=O)C.[NH:18]1[CH:22]=[CH:21][CH:20]=[N:19]1.C(=O)([O-])[O-].[K+].[K+], predict the reaction product. The product is: [N:18]1([C:2]2[CH:3]=[C:4]3[C:9](=[CH:10][CH:11]=2)[NH:8][C:7](=[O:12])[CH:6]=[CH:5]3)[CH:22]=[CH:21][CH:20]=[N:19]1.